From a dataset of Full USPTO retrosynthesis dataset with 1.9M reactions from patents (1976-2016). Predict the reactants needed to synthesize the given product. (1) Given the product [CH2:25]([C@@H:21]1[CH2:20][NH:19][CH2:24][CH2:23][N:22]1[C:9](=[O:11])[CH2:8][CH2:7][C:1]1[CH:2]=[CH:3][CH:4]=[CH:5][CH:6]=1)[C:26]1[CH:31]=[CH:30][CH:29]=[CH:28][CH:27]=1, predict the reactants needed to synthesize it. The reactants are: [C:1]1([CH2:7][CH2:8][C:9]([OH:11])=O)[CH:6]=[CH:5][CH:4]=[CH:3][CH:2]=1.C([N:19]1[CH2:24][CH2:23][NH:22][C@H:21]([CH2:25][C:26]2[CH:31]=[CH:30][CH:29]=[CH:28][CH:27]=2)[CH2:20]1)C1C=CC=CC=1.CCN=C=NCCCN(C)C.C1C=CC2N(O)N=NC=2C=1. (2) Given the product [N:1]1([S:6]([C:9]2[CH:10]=[C:11]([CH:12]=[CH:13][CH:14]=2)[CH:15]=[O:16])(=[O:8])=[O:7])[CH2:2][CH2:3][CH2:4][CH2:5]1, predict the reactants needed to synthesize it. The reactants are: [N:1]1([S:6]([C:9]2[CH:10]=[C:11]([CH2:15][OH:16])[CH:12]=[CH:13][CH:14]=2)(=[O:8])=[O:7])[CH2:5][CH2:4][CH2:3][CH2:2]1.